Dataset: Reaction yield outcomes from USPTO patents with 853,638 reactions. Task: Predict the reaction yield, written as a fraction of the theoretical maximum amount of product (1.0 means a 100% yield; for example, 0.34 means a 34% yield). (1) The reactants are [CH2:1]([C:3]1[CH:9]=[C:8]([C:10]([F:19])([C:15]([F:18])([F:17])[F:16])[C:11]([F:14])([F:13])[F:12])[CH:7]=[C:6]([CH3:20])[C:4]=1[NH2:5])[CH3:2].N1C=CC=CC=1.[C:27]([C:29]1[CH:37]=[CH:36][C:32]([C:33](Cl)=[O:34])=[CH:31][C:30]=1[CH3:38])#[N:28]. The catalyst is O1CCCC1.CN(C)C1C=CN=CC=1.O. The product is [C:27]([C:29]1[CH:37]=[CH:36][C:32]([C:33]([NH:5][C:4]2[C:6]([CH3:20])=[CH:7][C:8]([C:10]([F:19])([C:11]([F:14])([F:13])[F:12])[C:15]([F:16])([F:17])[F:18])=[CH:9][C:3]=2[CH2:1][CH3:2])=[O:34])=[CH:31][C:30]=1[CH3:38])#[N:28]. The yield is 0.830. (2) The reactants are C(OC(=O)[NH:7][C@@H:8]([CH3:28])[CH2:9][N:10]1[C:18]2[C:13](=[CH:14][CH:15]=[CH:16][CH:17]=2)[C:12]2[CH:19]=[C:20]([C:25]([NH2:27])=[O:26])[C:21]([NH:23][CH3:24])=[N:22][C:11]1=2)(C)(C)C.C(O)(C(F)(F)F)=O.NC1C(C(N)=O)=CC2C3C(=CC=CC=3)N(C[C@@H](N)C)C=2N=1. No catalyst specified. The product is [NH2:7][C@@H:8]([CH3:28])[CH2:9][N:10]1[C:18]2[C:13](=[CH:14][CH:15]=[CH:16][CH:17]=2)[C:12]2[CH:19]=[C:20]([C:25]([NH2:27])=[O:26])[C:21]([NH:23][CH3:24])=[N:22][C:11]1=2. The yield is 0.350. (3) The reactants are [O:1]1[CH:5]=[CH:4][CH:3]=[C:2]1[C:6]1[N:7]=[C:8]([NH:17][C:18]([C:20]2[CH:25]=[CH:24][N:23]=[CH:22][CH:21]=2)=[O:19])[S:9][C:10]=1[C:11](=[O:16])N(OC)C.[CH2:26]([Mg]Br)[CH2:27][CH3:28].[Cl-].[NH4+]. The catalyst is C1COCC1. The product is [C:11]([C:10]1[S:9][C:8]([NH:17][C:18]([C:20]2[CH:21]=[CH:22][N:23]=[CH:24][CH:25]=2)=[O:19])=[N:7][C:6]=1[C:2]1[O:1][CH:5]=[CH:4][CH:3]=1)(=[O:16])[CH2:26][CH2:27][CH3:28]. The yield is 0.400. (4) The reactants are [F:1][C:2]1[CH:7]=[CH:6][C:5]([C:8](=[O:10])[CH3:9])=[CH:4][C:3]=1[N+:11]([O-:13])=[O:12].[BH4-].[Na+].CCOC(C)=O. The catalyst is CO.[Cl-].[Na+].O. The product is [F:1][C:2]1[CH:7]=[CH:6][C:5]([CH:8]([OH:10])[CH3:9])=[CH:4][C:3]=1[N+:11]([O-:13])=[O:12]. The yield is 0.870. (5) The reactants are Cl[C:2]1[C:11]2[C:6](=[CH:7][CH:8]=[C:9]([F:12])[CH:10]=2)[N:5]=[CH:4][CH:3]=1.[NH:13]1[CH2:18][CH2:17][CH:16]([CH2:19][C:20]([O:22][CH3:23])=[O:21])[CH2:15][CH2:14]1.CCN(C(C)C)C(C)C. The catalyst is CN1C(=O)CCC1. The product is [F:12][C:9]1[CH:10]=[C:11]2[C:6](=[CH:7][CH:8]=1)[N:5]=[CH:4][CH:3]=[C:2]2[N:13]1[CH2:18][CH2:17][CH:16]([CH2:19][C:20]([O:22][CH3:23])=[O:21])[CH2:15][CH2:14]1. The yield is 0.910. (6) The reactants are [CH2:1]([N:8]([CH2:25][C:26]1[CH:31]=[CH:30][CH:29]=[CH:28][CH:27]=1)[C:9]1[N:14]=[C:13]([C:15](OC)=[O:16])[C:12]([CH2:19][CH2:20]C(OC)=O)=[CH:11][CH:10]=1)[C:2]1[CH:7]=[CH:6][CH:5]=[CH:4][CH:3]=1.[H-].[Na+]. The catalyst is O1CCCC1.CO. The product is [CH2:1]([N:8]([CH2:25][C:26]1[CH:27]=[CH:28][CH:29]=[CH:30][CH:31]=1)[C:9]1[N:14]=[C:13]2[C:15](=[O:16])[CH2:20][CH2:19][C:12]2=[CH:11][CH:10]=1)[C:2]1[CH:3]=[CH:4][CH:5]=[CH:6][CH:7]=1. The yield is 0.740. (7) The reactants are [CH3:1][O:2][CH2:3][CH2:4][N:5]1[C:9]([C:10]([O:12]CC)=[O:11])=[CH:8][C:7]([CH3:15])=[N:6]1.[OH-].[Na+].Cl.C(OCC)(=O)C. The catalyst is O1CCCC1. The product is [CH3:1][O:2][CH2:3][CH2:4][N:5]1[C:9]([C:10]([OH:12])=[O:11])=[CH:8][C:7]([CH3:15])=[N:6]1. The yield is 0.830.